This data is from Forward reaction prediction with 1.9M reactions from USPTO patents (1976-2016). The task is: Predict the product of the given reaction. (1) Given the reactants C([O:3][C:4](=[O:34])[C@@H:5]([O:32][CH3:33])[CH2:6][C:7]1[CH:12]=[CH:11][C:10]([O:13][CH2:14][CH2:15][CH2:16][CH2:17][O:18][C:19]2[CH:24]=[CH:23][C:22]([O:25][C:26]3[CH:31]=[CH:30][CH:29]=[CH:28][CH:27]=3)=[CH:21][CH:20]=2)=[CH:9][CH:8]=1)C.[Li+].[OH-], predict the reaction product. The product is: [CH3:33][O:32][C@@H:5]([CH2:6][C:7]1[CH:8]=[CH:9][C:10]([O:13][CH2:14][CH2:15][CH2:16][CH2:17][O:18][C:19]2[CH:20]=[CH:21][C:22]([O:25][C:26]3[CH:31]=[CH:30][CH:29]=[CH:28][CH:27]=3)=[CH:23][CH:24]=2)=[CH:11][CH:12]=1)[C:4]([OH:34])=[O:3]. (2) Given the reactants [OH-].[Na+].C[O:4][C:5](=[O:21])[CH2:6][C:7]1[CH:12]=[CH:11][C:10]([O:13][CH:14]2[CH2:18][CH2:17][CH2:16][CH2:15]2)=[C:9]([O:19][CH3:20])[CH:8]=1.O, predict the reaction product. The product is: [CH:14]1([O:13][C:10]2[CH:11]=[CH:12][C:7]([CH2:6][C:5]([OH:21])=[O:4])=[CH:8][C:9]=2[O:19][CH3:20])[CH2:15][CH2:16][CH2:17][CH2:18]1. (3) The product is: [O:10]=[C:11]1[C:20]2[C:15](=[C:16]([C:21]([NH:47][C:45]3[CH:44]=[CH:43][CH:42]=[C:41]([CH2:40][N:35]4[CH2:39][CH2:38][CH2:37][CH2:36]4)[N:46]=3)=[O:22])[CH:17]=[CH:18][CH:19]=2)[O:14][C:13]([C:24]2[CH:29]=[CH:28][CH:27]=[C:26]([C:30]([F:33])([F:32])[F:31])[CH:25]=2)=[CH:12]1. Given the reactants CCN(C(C)C)C(C)C.[O:10]=[C:11]1[C:20]2[C:15](=[C:16]([C:21](Cl)=[O:22])[CH:17]=[CH:18][CH:19]=2)[O:14][C:13]([C:24]2[CH:29]=[CH:28][CH:27]=[C:26]([C:30]([F:33])([F:32])[F:31])[CH:25]=2)=[CH:12]1.Cl.[N:35]1([CH2:40][C:41]2[N:46]=[C:45]([NH2:47])[CH:44]=[CH:43][CH:42]=2)[CH2:39][CH2:38][CH2:37][CH2:36]1.O, predict the reaction product. (4) The product is: [C:4]([O:8][C:9]([NH:11][CH2:12][CH:13]([CH2:18][C:19]1[CH:24]=[CH:23][C:22]([Cl:25])=[CH:21][CH:20]=1)[C:14]([OH:16])=[O:15])=[O:10])([CH3:7])([CH3:5])[CH3:6]. Given the reactants O[Li].O.[C:4]([O:8][C:9]([NH:11][CH2:12][CH:13]([CH2:18][C:19]1[CH:24]=[CH:23][C:22]([Cl:25])=[CH:21][CH:20]=1)[C:14]([O:16]C)=[O:15])=[O:10])([CH3:7])([CH3:6])[CH3:5].C1COCC1, predict the reaction product. (5) The product is: [CH3:14][O:13][C:10]1[CH:9]=[CH:8][C:7]([CH2:6][CH2:5][CH2:4][CH2:3][N:2]2[CH:37]=[CH:36][N:35]=[N:34]2)=[CH:12][CH:11]=1. Given the reactants Cl.[NH2:2][CH2:3][CH2:4][CH2:5][CH2:6][C:7]1[CH:12]=[CH:11][C:10]([O:13][CH3:14])=[CH:9][CH:8]=1.C1(C)C=CC=CC=1.[OH-].[Na+].S([NH:34][N:35]=[CH:36][CH:37](Cl)Cl)(C1C=CC(C)=CC=1)(=O)=O, predict the reaction product.